This data is from Catalyst prediction with 721,799 reactions and 888 catalyst types from USPTO. The task is: Predict which catalyst facilitates the given reaction. (1) Reactant: O[C:2]1[C:11]2[C:6](=[C:7]([C:13]([O:15][CH2:16][CH3:17])=[O:14])[CH:8]=[C:9]([I:12])[CH:10]=2)[N:5]=[CH:4][N:3]=1.F[P-](F)(F)(F)(F)F.N1(O[P+](N2CCCC2)(N2CCCC2)N2CCCC2)C2C=CC=CC=2N=N1.N1CCCN2CCCCCC=12.[CH3:62][O:63][C:64]1[CH:69]=[C:68]([O:70][CH3:71])[CH:67]=[CH:66][C:65]=1[CH2:72][NH2:73]. Product: [CH3:62][O:63][C:64]1[CH:69]=[C:68]([O:70][CH3:71])[CH:67]=[CH:66][C:65]=1[CH2:72][NH:73][C:2]1[C:11]2[C:6](=[C:7]([C:13]([O:15][CH2:16][CH3:17])=[O:14])[CH:8]=[C:9]([I:12])[CH:10]=2)[N:5]=[CH:4][N:3]=1. The catalyst class is: 23. (2) Reactant: O.[OH-].[Li+].[CH:4]1([CH2:10][CH:11]([O:16][C:17]([N:19]2[CH2:24][CH2:23][O:22][CH2:21][CH2:20]2)=[O:18])[C:12]([O:14]C)=[O:13])[CH2:9][CH2:8][CH2:7][CH2:6][CH2:5]1. Product: [C:12]([CH:11]([O:16][C:17]([N:19]1[CH2:20][CH2:21][O:22][CH2:23][CH2:24]1)=[O:18])[CH2:10][CH:4]1[CH2:5][CH2:6][CH2:7][CH2:8][CH2:9]1)([OH:14])=[O:13]. The catalyst class is: 127.